From a dataset of Reaction yield outcomes from USPTO patents with 853,638 reactions. Predict the reaction yield, written as a fraction of the theoretical maximum amount of product (1.0 means a 100% yield; for example, 0.34 means a 34% yield). (1) The reactants are C(OC([N:8]1[CH2:12][CH2:11][CH2:10][CH:9]1[C:13](=[O:28])[NH:14][C:15]1[CH:16]=[C:17]([C:21]2[CH:26]=[CH:25][C:24]([Cl:27])=[CH:23][CH:22]=2)[CH:18]=[CH:19][CH:20]=1)=O)(C)(C)C.Cl.[CH3:30][O:31][C:32]([NH:34][CH:35]([CH:39]([CH3:41])[CH3:40])[C:36](O)=[O:37])=[O:33].CN(C(ON1N=NC2C=CC=NC1=2)=[N+](C)C)C.F[P-](F)(F)(F)(F)F.CCN(C(C)C)C(C)C. The catalyst is CO.CN(C=O)C.C(OCC)(=O)C. The product is [CH3:30][O:31][C:32](=[O:33])[NH:34][CH:35]([C:36]([N:8]1[CH2:12][CH2:11][CH2:10][CH:9]1[C:13](=[O:28])[NH:14][C:15]1[CH:16]=[C:17]([C:21]2[CH:26]=[CH:25][C:24]([Cl:27])=[CH:23][CH:22]=2)[CH:18]=[CH:19][CH:20]=1)=[O:37])[CH:39]([CH3:41])[CH3:40]. The yield is 0.960. (2) The reactants are [CH3:1][C:2]1[C:6]([C:7]2[C:8]([O:34][CH3:35])=[CH:9][C:10]3[C:11]4[N:24]([C@@H:25]([C:27]5[CH:32]=[CH:31][CH:30]=[CH:29][CH:28]=5)[CH3:26])[C:23](=[O:33])[O:22][C:12]=4[C:13]([C:17](OCC)=[O:18])=[N:14][C:15]=3[CH:16]=2)=[C:5]([CH3:36])[O:4][N:3]=1.CC(C[AlH]CC(C)C)C. The catalyst is C1COCC1.CCO.C(C(C(C([O-])=O)O)O)([O-])=O. The product is [CH3:1][C:2]1[C:6]([C:7]2[C:8]([O:34][CH3:35])=[CH:9][C:10]3[C:11]4[N:24]([C@@H:25]([C:27]5[CH:32]=[CH:31][CH:30]=[CH:29][CH:28]=5)[CH3:26])[C:23](=[O:33])[O:22][C:12]=4[C:13]([CH:17]=[O:18])=[N:14][C:15]=3[CH:16]=2)=[C:5]([CH3:36])[O:4][N:3]=1. The yield is 0.990. (3) The reactants are [Cl:1][C:2]1[CH:11]=[CH:10][C:9]([NH:12][S:13]([C:16]2[CH:21]=[C:20]([F:22])[C:19]([F:23])=[CH:18][C:17]=2[N+:24]([O-])=O)(=[O:15])=[O:14])=[C:8]2[C:3]=1[CH:4]=[CH:5][CH:6]=[N:7]2.Cl[Sn]Cl. The catalyst is Cl.CCO. The product is [NH2:24][C:17]1[CH:18]=[C:19]([F:23])[C:20]([F:22])=[CH:21][C:16]=1[S:13]([NH:12][C:9]1[CH:10]=[CH:11][C:2]([Cl:1])=[C:3]2[C:8]=1[N:7]=[CH:6][CH:5]=[CH:4]2)(=[O:14])=[O:15]. The yield is 0.720.